The task is: Predict which catalyst facilitates the given reaction.. This data is from Catalyst prediction with 721,799 reactions and 888 catalyst types from USPTO. (1) Reactant: [NH2:1][C:2](=[O:15])[C@H:3]([NH:7]C(=O)OC(C)(C)C)[CH:4]1[CH2:6][CH2:5]1.[ClH:16]. Product: [ClH:16].[NH2:7][C@H:3]([CH:4]1[CH2:6][CH2:5]1)[C:2]([NH2:1])=[O:15]. The catalyst class is: 12. (2) Reactant: [CH:1]1([CH2:4][N:5]([C@@H:13]2[CH2:15][C@H:14]2[C:16]2[CH:21]=[C:20]([C:22](=[O:30])[NH:23][C:24]3[S:25][C:26]([CH3:29])=[N:27][N:28]=3)[CH:19]=[CH:18][C:17]=2[F:31])C(=O)OC(C)(C)C)[CH2:3][CH2:2]1.[ClH:32].CO. Product: [ClH:32].[ClH:32].[CH:1]1([CH2:4][NH:5][C@@H:13]2[CH2:15][C@H:14]2[C:16]2[CH:21]=[C:20]([CH:19]=[CH:18][C:17]=2[F:31])[C:22]([NH:23][C:24]2[S:25][C:26]([CH3:29])=[N:27][N:28]=2)=[O:30])[CH2:3][CH2:2]1. The catalyst class is: 125. (3) Reactant: [F:1][C:2]1([F:21])[CH2:6][N:5]([C:7]([O:9][C:10]([CH3:13])([CH3:12])[CH3:11])=[O:8])[C@H:4]([CH:14]=[C:15]([CH3:20])[C:16]([O:18][CH3:19])=[O:17])[CH2:3]1. Product: [F:21][C:2]1([F:1])[CH2:6][N:5]([C:7]([O:9][C:10]([CH3:12])([CH3:13])[CH3:11])=[O:8])[C@H:4]([CH2:14][CH:15]([CH3:20])[C:16]([O:18][CH3:19])=[O:17])[CH2:3]1. The catalyst class is: 43. (4) Reactant: [CH3:1][O:2][CH2:3][CH2:4][CH2:5]O.[H-].[Na+].F[C:10]1[CH:11]=[C:12]([CH:20]([NH:22][CH:23]2[CH2:25][CH2:24]2)[CH3:21])[CH:13]=[C:14]([C:16]([F:19])([F:18])[F:17])[CH:15]=1.O. Product: [CH3:1][O:2][CH2:3][CH2:4][CH2:5][C:10]1[CH:11]=[C:12]([CH:20]([NH:22][CH:23]2[CH2:25][CH2:24]2)[CH3:21])[CH:13]=[C:14]([C:16]([F:17])([F:18])[F:19])[CH:15]=1. The catalyst class is: 9. (5) Reactant: C(OC([NH:8][C:9]1[C:17]([O:18][CH3:19])=[N:16][CH:15]=[CH:14][C:10]=1[C:11]([OH:13])=[O:12])=O)(C)(C)C. Product: [NH2:8][C:9]1[C:17]([O:18][CH3:19])=[N:16][CH:15]=[CH:14][C:10]=1[C:11]([OH:13])=[O:12]. The catalyst class is: 55. (6) Product: [Cl:20][C:19]1[C:14]([NH:13][C:8]2[CH:9]=[CH:10][CH:11]=[CH:12][C:7]=2[C:6]([N:5]([CH2:4][CH2:3][C:1]#[N:2])[CH3:23])=[O:22])=[N:15][C:16]([NH:24][C:25]2[CH:26]=[CH:27][C:28]3[N:34]([CH3:35])[C:33](=[O:36])[CH2:32][CH2:31][CH2:30][C:29]=3[CH:37]=2)=[N:17][CH:18]=1. The catalyst class is: 32. Reactant: [C:1]([CH2:3][CH2:4][N:5]([CH3:23])[C:6](=[O:22])[C:7]1[CH:12]=[CH:11][CH:10]=[CH:9][C:8]=1[NH:13][C:14]1[C:19]([Cl:20])=[CH:18][N:17]=[C:16](Cl)[N:15]=1)#[N:2].[NH2:24][C:25]1[CH:26]=[CH:27][C:28]2[N:34]([CH3:35])[C:33](=[O:36])[CH2:32][CH2:31][CH2:30][C:29]=2[CH:37]=1.C12(CS(O)(=O)=O)C(C)(C)C(CC1)CC2=O.C(=O)(O)[O-].[Na+].